From a dataset of Full USPTO retrosynthesis dataset with 1.9M reactions from patents (1976-2016). Predict the reactants needed to synthesize the given product. (1) Given the product [F:19][C:15]1[CH:14]=[C:13]([CH:18]=[CH:17][CH:16]=1)[O:12][CH2:11][C:9]1[N:10]=[C:5]2[N:4]=[CH:3][C:2]([C:24]3[CH:25]=[CH:26][C:21]([F:20])=[CH:22][C:23]=3[C:30]([F:31])([F:33])[F:32])=[CH:7][N:6]2[CH:8]=1, predict the reactants needed to synthesize it. The reactants are: Br[C:2]1[CH:3]=[N:4][C:5]2[N:6]([CH:8]=[C:9]([CH2:11][O:12][C:13]3[CH:18]=[CH:17][CH:16]=[C:15]([F:19])[CH:14]=3)[N:10]=2)[CH:7]=1.[F:20][C:21]1[CH:26]=[CH:25][C:24](B(O)O)=[C:23]([C:30]([F:33])([F:32])[F:31])[CH:22]=1. (2) Given the product [F:23][C:24]([F:29])([F:28])[C:25]([OH:27])=[O:26].[F:22][C:19]([F:20])([F:21])[CH2:18][O:17][C:13]1[CH:14]=[C:15]2[C:10](=[CH:11][CH:12]=1)[CH2:9][NH:8][CH2:16]2, predict the reactants needed to synthesize it. The reactants are: C(OC([N:8]1[CH2:16][C:15]2[C:10](=[CH:11][CH:12]=[C:13]([O:17][CH2:18][C:19]([F:22])([F:21])[F:20])[CH:14]=2)[CH2:9]1)=O)(C)(C)C.[F:23][C:24]([F:29])([F:28])[C:25]([OH:27])=[O:26]. (3) The reactants are: [CH2:1]([O:8][C:9]1[CH:18]=[C:17]2[C:12]([CH2:13][CH2:14][CH2:15][N:16]2[CH2:19][CH2:20][N:21]2C(=O)C3C(=CC=CC=3)C2=O)=[CH:11][CH:10]=1)[C:2]1[CH:7]=[CH:6][CH:5]=[CH:4][CH:3]=1.O.NN.Cl.[OH-].[Na+]. Given the product [CH2:1]([O:8][C:9]1[CH:18]=[C:17]2[C:12]([CH2:13][CH2:14][CH2:15][N:16]2[CH2:19][CH2:20][NH2:21])=[CH:11][CH:10]=1)[C:2]1[CH:3]=[CH:4][CH:5]=[CH:6][CH:7]=1, predict the reactants needed to synthesize it. (4) Given the product [F:37][CH:36]([F:38])[CH2:35][NH:1][C:2]1[N:3]=[C:4]([CH3:27])[C:5]2[CH:11]=[C:10]([C:12]3[CH:13]=[N:14][C:15]([O:18][CH3:19])=[CH:16][CH:17]=3)[C:9](=[O:31])[N:8]([CH:20]3[CH2:25][CH2:24][CH:23]([OH:26])[CH2:22][CH2:21]3)[C:6]=2[N:7]=1, predict the reactants needed to synthesize it. The reactants are: [NH2:1][C:2]1[N:3]=[C:4]([CH3:27])[C:5]2[CH:11]=[C:10]([C:12]3[CH:13]=[N:14][C:15]([O:18][CH3:19])=[CH:16][CH:17]=3)[CH2:9][N:8]([CH:20]3[CH2:25][CH2:24][CH:23]([OH:26])[CH2:22][CH2:21]3)[C:6]=2[N:7]=1.CC(C)([O-:31])C.[K+].Br[CH2:35][CH:36]([F:38])[F:37]. (5) Given the product [C:59]([O:58][C:56]([NH:55][CH:44]([C:45](=[O:46])[NH:26][CH2:25][C:24]([CH3:28])([CH3:27])[CH2:23][CH2:22][CH2:21][CH2:20][O:19][C:9]1[CH:8]=[C:7]([C:1]2[CH:2]=[CH:3][CH:4]=[CH:5][CH:6]=2)[CH:12]=[C:11]([C:13]2[CH:14]=[CH:15][CH:16]=[CH:17][CH:18]=2)[N:10]=1)[CH2:43][C:41]([O:40][C:37]([CH3:39])([CH3:38])[CH3:36])=[O:42])=[O:57])([CH3:61])([CH3:60])[CH3:62], predict the reactants needed to synthesize it. The reactants are: [C:1]1([C:7]2[CH:12]=[C:11]([C:13]3[CH:18]=[CH:17][CH:16]=[CH:15][CH:14]=3)[N:10]=[C:9]([O:19][CH2:20][CH2:21][CH2:22][CH2:23][C:24]([CH3:28])([CH3:27])[CH2:25][NH2:26])[CH:8]=2)[CH:6]=[CH:5][CH:4]=[CH:3][CH:2]=1.C(N(CC)CC)C.[CH3:36][C:37]([O:40][C:41]([CH2:43][C@H:44]([NH:55][C:56]([O:58][C:59]([CH3:62])([CH3:61])[CH3:60])=[O:57])[C:45](ON1C(=O)CCC1=O)=[O:46])=[O:42])([CH3:39])[CH3:38].